Dataset: Peptide-MHC class II binding affinity with 134,281 pairs from IEDB. Task: Regression. Given a peptide amino acid sequence and an MHC pseudo amino acid sequence, predict their binding affinity value. This is MHC class II binding data. (1) The peptide sequence is EKGMAALPRLIAFTSEHSHFSLKK. The MHC is DRB1_0401 with pseudo-sequence DRB1_0401. The binding affinity (normalized) is 0. (2) The peptide sequence is RSQPGLCNMYKDSHHPARTA. The MHC is HLA-DQA10101-DQB10501 with pseudo-sequence HLA-DQA10101-DQB10501. The binding affinity (normalized) is 0.305. (3) The MHC is DRB1_0901 with pseudo-sequence DRB1_0901. The peptide sequence is LFRVYSNFLRGKLKL. The binding affinity (normalized) is 0.246. (4) The peptide sequence is VRNGKKLIPSWASVK. The MHC is DRB3_0301 with pseudo-sequence DRB3_0301. The binding affinity (normalized) is 0.539. (5) The binding affinity (normalized) is 0.199. The peptide sequence is VEDNLVKLKNVLNVY. The MHC is DRB4_0101 with pseudo-sequence DRB4_0103. (6) The peptide sequence is LGAWVLGEPKMTKAL. The MHC is DRB1_1302 with pseudo-sequence DRB1_1302. The binding affinity (normalized) is 0.378. (7) The peptide sequence is PWNAFPGKVCGSNLLSICKT. The MHC is H-2-IAs with pseudo-sequence H-2-IAs. The binding affinity (normalized) is 0. (8) The peptide sequence is SSCEVALSYYPTPLA. The MHC is DRB1_1201 with pseudo-sequence DRB1_1201. The binding affinity (normalized) is 0.339.